Dataset: Full USPTO retrosynthesis dataset with 1.9M reactions from patents (1976-2016). Task: Predict the reactants needed to synthesize the given product. (1) Given the product [C:33]([O:32][C:30]([NH:18][CH2:2][C:3]1[CH:13]=[CH:12][C:6]([C:7]([O:9][CH2:10][CH3:11])=[O:8])=[C:5]([F:14])[C:4]=1[F:15])=[O:31])([CH3:36])([CH3:35])[CH3:34], predict the reactants needed to synthesize it. The reactants are: Br[CH2:2][C:3]1[CH:13]=[CH:12][C:6]([C:7]([O:9][CH2:10][CH3:11])=[O:8])=[C:5]([F:14])[C:4]=1[F:15].O=C1C2C(=CC=CC=2)C(=O)[N-:18]1.[K+].NN.[C:30](O[C:30]([O:32][C:33]([CH3:36])([CH3:35])[CH3:34])=[O:31])([O:32][C:33]([CH3:36])([CH3:35])[CH3:34])=[O:31].CCN(C(C)C)C(C)C. (2) Given the product [C:23]12([NH:33][C:96]([C@H:6]3[CH2:77][CH2:4][CH2:3][N:2]([C:1]4[CH:12]=[CH:13][CH:8]=[CH:9][CH:10]=4)[CH2:7]3)=[O:97])[CH2:30][CH:29]3[CH2:28][CH:27]([CH2:26][CH:25]([CH2:31]3)[CH2:24]1)[CH2:32]2, predict the reactants needed to synthesize it. The reactants are: [CH3:1][N:2]1[CH2:7][CH2:6]O[CH2:4][CH2:3]1.[C:8]1(N2CCC[C@H](C(O)=O)C2)[CH:13]=[CH:12]C=[CH:10][CH:9]=1.[C:23]12([NH2:33])[CH2:32][CH:27]3[CH2:28][CH:29]([CH2:31][CH:25]([CH2:26]3)[CH2:24]1)[CH2:30]2.F[P-](F)(F)(F)(F)F.N1(O[P+](N2CCCC2)(N2CCCC2)N2CCCC2)C2C=CC=CC=2N=N1.F[P-](F)(F)(F)(F)F.N1(O[P+](N(C)C)(N(C)C)N(C)C)C2C=CC=C[C:77]=2N=N1.CN(C)[CH:96]=[O:97].